This data is from Reaction yield outcomes from USPTO patents with 853,638 reactions. The task is: Predict the reaction yield, written as a fraction of the theoretical maximum amount of product (1.0 means a 100% yield; for example, 0.34 means a 34% yield). (1) The reactants are [CH:1]([C:4]1[CH:9]=[C:8]([O:10][CH3:11])[CH:7]=[CH:6][C:5]=1[S:12]([C:15]1[CH:20]=[CH:19][C:18]([CH3:21])=[CH:17][CH:16]=1)(=[O:14])=[O:13])([CH3:3])[CH3:2].[I:22]Cl.C([O-])(O)=O.[Na+]. The catalyst is CC(O)=O.O. The product is [I:22][C:7]1[CH:6]=[C:5]([S:12]([C:15]2[CH:16]=[CH:17][C:18]([CH3:21])=[CH:19][CH:20]=2)(=[O:13])=[O:14])[C:4]([CH:1]([CH3:3])[CH3:2])=[CH:9][C:8]=1[O:10][CH3:11]. The yield is 0.890. (2) The reactants are [C:1]([O:10][CH3:11])(=[O:9])[C:2]1[C:3](=[CH:5][CH:6]=[CH:7][CH:8]=1)[OH:4].C([O-])([O-])=O.[K+].[K+].Cl[CH2:19][C:20]([O:22][CH3:23])=[O:21]. The catalyst is CC(C)=O. The product is [CH3:11][O:10][C:1](=[O:9])[C:2]1[CH:8]=[CH:7][CH:6]=[CH:5][C:3]=1[O:4][CH2:19][C:20]([O:22][CH3:23])=[O:21]. The yield is 0.170.